Dataset: Forward reaction prediction with 1.9M reactions from USPTO patents (1976-2016). Task: Predict the product of the given reaction. Given the reactants [CH2:1]([O:8][C:9]1[CH:14]=[CH:13][N:12]([C:15]2[CH:16]=[CH:17][C:18]3[N:19]([C:21]([CH3:27])=[C:22]([CH:24]4[CH2:26][CH2:25]4)[N:23]=3)[CH:20]=2)[C:11](=[O:28])[CH:10]=1)[C:2]1[CH:7]=[CH:6][CH:5]=[CH:4][CH:3]=1.[ClH:29], predict the reaction product. The product is: [ClH:29].[CH2:1]([O:8][C:9]1[CH:14]=[CH:13][N:12]([C:15]2[CH:16]=[CH:17][C:18]3[N:19]([C:21]([CH3:27])=[C:22]([CH:24]4[CH2:26][CH2:25]4)[N:23]=3)[CH:20]=2)[C:11](=[O:28])[CH:10]=1)[C:2]1[CH:3]=[CH:4][CH:5]=[CH:6][CH:7]=1.